From a dataset of HIV replication inhibition screening data with 41,000+ compounds from the AIDS Antiviral Screen. Binary Classification. Given a drug SMILES string, predict its activity (active/inactive) in a high-throughput screening assay against a specified biological target. (1) The compound is C=CCNC(=O)C(O)C(O)C(=O)NCC=C. The result is 0 (inactive). (2) The compound is O=[N+]([O-])c1ccc(Nc2ccccc2)c2nonc12. The result is 0 (inactive). (3) The molecule is O=c1[nH]c2ncccc2c(=O)n1O. The result is 0 (inactive). (4) The compound is N#Cc1c2n(c(=S)n(-c3ccccc3)c1=O)CCCCCCC2. The result is 0 (inactive). (5) The compound is O=C(Nc1ccccc1)N1CCN(C(=O)Nc2ccccc2)C1=S. The result is 0 (inactive). (6) The result is 0 (inactive). The drug is CNc1nnnn1C1OC(CO)C(O)C1O.